From a dataset of Reaction yield outcomes from USPTO patents with 853,638 reactions. Predict the reaction yield, written as a fraction of the theoretical maximum amount of product (1.0 means a 100% yield; for example, 0.34 means a 34% yield). The reactants are Cl.[Br:2][C:3]1[CH:4]=[C:5]([NH:9]N)[CH:6]=[CH:7][CH:8]=1.C(O)(=O)C.[CH3:15][CH:16]1[CH2:21][C:20](=O)[CH2:19][CH2:18][NH:17]1.C(N(CC)CC)C.[C:30](O[C:30]([O:32][C:33]([CH3:36])([CH3:35])[CH3:34])=[O:31])([O:32][C:33]([CH3:36])([CH3:35])[CH3:34])=[O:31]. The catalyst is Cl.C(O)C. The product is [Br:2][C:3]1[CH:8]=[CH:7][C:6]2[C:19]3[CH2:18][N:17]([C:30]([O:32][C:33]([CH3:36])([CH3:35])[CH3:34])=[O:31])[CH:16]([CH3:15])[CH2:21][C:20]=3[NH:9][C:5]=2[CH:4]=1. The yield is 0.230.